This data is from Catalyst prediction with 721,799 reactions and 888 catalyst types from USPTO. The task is: Predict which catalyst facilitates the given reaction. (1) Reactant: [NH2:1][C:2]1[N:7]=[C:6](OS(C(F)(F)F)(=O)=O)[C:5]([N+:16]([O-:18])=[O:17])=[C:4]([C:19]2[O:20][CH:21]=[CH:22][CH:23]=2)[N:3]=1.[CH2:24]([SH:31])[C:25]1[CH:30]=[CH:29][CH:28]=[CH:27][CH:26]=1.C1CCN2C(=NCCC2)CC1. Product: [CH2:24]([S:31][C:6]1[C:5]([N+:16]([O-:18])=[O:17])=[C:4]([C:19]2[O:20][CH:21]=[CH:22][CH:23]=2)[N:3]=[C:2]([NH2:1])[N:7]=1)[C:25]1[CH:30]=[CH:29][CH:28]=[CH:27][CH:26]=1. The catalyst class is: 57. (2) Reactant: C(N(CC)CC)C.[NH:8]1[CH2:12][CH2:11][C@@H:10]([CH2:13][NH:14][C:15](=[O:24])[O:16][CH2:17][C:18]2[CH:23]=[CH:22][CH:21]=[CH:20][CH:19]=2)[CH2:9]1.Cl[C:26]1[C:35]2[C:30](=[CH:31][CH:32]=[C:33]([F:36])[CH:34]=2)[N:29]=[C:28]([C:37]2[CH:42]=[CH:41][CH:40]=[CH:39][C:38]=2[OH:43])[N:27]=1. Product: [F:36][C:33]1[CH:34]=[C:35]2[C:30](=[CH:31][CH:32]=1)[N:29]=[C:28]([C:37]1[CH:42]=[CH:41][CH:40]=[CH:39][C:38]=1[OH:43])[N:27]=[C:26]2[N:8]1[CH2:12][CH2:11][C@@H:10]([CH2:13][NH:14][C:15](=[O:24])[O:16][CH2:17][C:18]2[CH:23]=[CH:22][CH:21]=[CH:20][CH:19]=2)[CH2:9]1. The catalyst class is: 2. (3) Reactant: [OH:1][N:2]=[C:3](Cl)[C:4]1[CH:9]=[CH:8][CH:7]=[CH:6][CH:5]=1.[CH2:11]([OH:17])[CH2:12][CH2:13][CH2:14][C:15]#[CH:16].C(N(CC)CC)C. Product: [C:4]1([C:3]2[CH:16]=[C:15]([CH2:14][CH2:13][CH2:12][CH2:11][OH:17])[O:1][N:2]=2)[CH:9]=[CH:8][CH:7]=[CH:6][CH:5]=1. The catalyst class is: 2. (4) Reactant: C(OC([N:8]1[CH2:12][CH2:11][CH:10]([C:13]2[N:18]=[C:17]([C:19]3[CH:24]=[CH:23][C:22]([O:25][C:26]4[CH:31]=[CH:30][CH:29]=[CH:28][CH:27]=4)=[CH:21][CH:20]=3)[C:16]([C:32](=[O:34])[NH2:33])=[CH:15][N:14]=2)[CH2:9]1)=O)(C)(C)C.C(O)(C(F)(F)F)=O. Product: [O:25]([C:22]1[CH:23]=[CH:24][C:19]([C:17]2[C:16]([C:32]([NH2:33])=[O:34])=[CH:15][N:14]=[C:13]([CH:10]3[CH2:11][CH2:12][NH:8][CH2:9]3)[N:18]=2)=[CH:20][CH:21]=1)[C:26]1[CH:31]=[CH:30][CH:29]=[CH:28][CH:27]=1. The catalyst class is: 4. (5) Reactant: [C:1]([O:5][C:6]([N:8]1[CH2:13][CH2:12][N:11]([C:14](=[S:24])[O:15][CH2:16][C:17]2[CH:22]=[CH:21][C:20]([OH:23])=[CH:19][CH:18]=2)[CH2:10][CH2:9]1)=[O:7])([CH3:4])([CH3:3])[CH3:2].C(=O)([O-])[O-].[Cs+].[Cs+].Br[CH2:32][C:33]([C:35]1[CH:40]=[CH:39][CH:38]=[CH:37][CH:36]=1)=[O:34].O. Product: [C:1]([O:5][C:6]([N:8]1[CH2:13][CH2:12][N:11]([C:14](=[S:24])[O:15][CH2:16][C:17]2[CH:18]=[CH:19][C:20]([O:23][CH2:32][C:33](=[O:34])[C:35]3[CH:40]=[CH:39][CH:38]=[CH:37][CH:36]=3)=[CH:21][CH:22]=2)[CH2:10][CH2:9]1)=[O:7])([CH3:4])([CH3:2])[CH3:3]. The catalyst class is: 3. (6) Reactant: C[O:2][C:3]1[C:12]2[C:7](=[CH:8][CH:9]=[CH:10][CH:11]=2)[C:6]([C:13]([OH:15])=[O:14])=[CH:5][CH:4]=1.B(Br)(Br)Br. Product: [OH:2][C:3]1[C:12]2[C:7](=[CH:8][CH:9]=[CH:10][CH:11]=2)[C:6]([C:13]([OH:15])=[O:14])=[CH:5][CH:4]=1. The catalyst class is: 4. (7) Reactant: [C:1]([O:5][C:6](=[O:22])[NH:7][C@H:8]([C:15]1[CH:20]=[CH:19][CH:18]=[C:17]([OH:21])[CH:16]=1)[C:9]1[CH:14]=[CH:13][CH:12]=[CH:11][CH:10]=1)([CH3:4])([CH3:3])[CH3:2].C(=O)([O-])[O-].[Cs+].[Cs+].[CH2:29]([O:36][C:37]([N:39]1[CH2:44][CH2:43][CH:42]([CH2:45]OS(C2C=CC(C)=CC=2)(=O)=O)[CH2:41][CH2:40]1)=[O:38])[C:30]1[CH:35]=[CH:34][CH:33]=[CH:32][CH:31]=1. Product: [C:1]([O:5][C:6]([NH:7][C@@H:8]([C:9]1[CH:14]=[CH:13][CH:12]=[CH:11][CH:10]=1)[C:15]1[CH:16]=[C:17]([CH:18]=[CH:19][CH:20]=1)[O:21][CH2:45][CH:42]1[CH2:43][CH2:44][N:39]([C:37]([O:36][CH2:29][C:30]2[CH:31]=[CH:32][CH:33]=[CH:34][CH:35]=2)=[O:38])[CH2:40][CH2:41]1)=[O:22])([CH3:4])([CH3:2])[CH3:3]. The catalyst class is: 18.